From a dataset of Full USPTO retrosynthesis dataset with 1.9M reactions from patents (1976-2016). Predict the reactants needed to synthesize the given product. (1) Given the product [NH2:24][C:22](=[O:23])[C:21](=[O:25])[CH:20]([NH:19][C:14]([CH:13]1[CH2:12][CH2:11][S:10](=[O:18])(=[O:17])[N:9]1[CH2:2][C:3]1[CH:4]=[CH:5][CH:6]=[CH:7][CH:8]=1)=[O:16])[CH2:26][C:27]1[CH:28]=[CH:29][CH:30]=[CH:31][CH:32]=1, predict the reactants needed to synthesize it. The reactants are: [Na].[CH2:2]([N:9]1[CH:13]([C:14]([OH:16])=O)[CH2:12][CH2:11][S:10]1(=[O:18])=[O:17])[C:3]1[CH:8]=[CH:7][CH:6]=[CH:5][CH:4]=1.[NH2:19][CH:20]([CH2:26][C:27]1[CH:32]=[CH:31][CH:30]=[CH:29][CH:28]=1)[CH:21]([OH:25])[C:22]([NH2:24])=[O:23].O[NH-].O=[N-]. (2) Given the product [Cl:11][C:5]1[N:4]=[N:3][C:2]([NH:12][NH2:13])=[C:7]([C:8]([OH:10])=[O:9])[CH:6]=1, predict the reactants needed to synthesize it. The reactants are: Cl[C:2]1[N:3]=[N:4][C:5]([Cl:11])=[CH:6][C:7]=1[C:8]([OH:10])=[O:9].[NH2:12][NH2:13]. (3) Given the product [Cl:1][C:2]1[CH:7]=[CH:6][C:5](/[CH:8]=[CH:9]/[C:10]([N:30]2[CH2:31][CH2:32][CH:27]([C:24]3[CH:23]=[CH:22][C:21]([F:20])=[CH:26][CH:25]=3)[CH2:28][CH2:29]2)=[O:12])=[C:4]([CH2:13][N:14]2[N:18]=[N:17][C:16]([CH3:19])=[N:15]2)[CH:3]=1, predict the reactants needed to synthesize it. The reactants are: [Cl:1][C:2]1[CH:7]=[CH:6][C:5](/[CH:8]=[CH:9]/[C:10]([OH:12])=O)=[C:4]([CH2:13][N:14]2[N:18]=[N:17][C:16]([CH3:19])=[N:15]2)[CH:3]=1.[F:20][C:21]1[CH:26]=[CH:25][C:24]([CH:27]2[CH2:32][CH2:31][NH:30][CH2:29][CH2:28]2)=[CH:23][CH:22]=1. (4) Given the product [NH2:1][C:2]1[N:6]([C@@H:7]2[O:13][C@H:12]([CH2:14][OH:15])[C@@H:10]([OH:11])[C@H:8]2[O:9][CH3:21])[CH:5]=[N:4][C:3]=1[C:16]([NH2:18])=[O:17], predict the reactants needed to synthesize it. The reactants are: [NH2:1][C:2]1[N:6]([C@@H:7]2[O:13][C@H:12]([CH2:14][OH:15])[C@@H:10]([OH:11])[C@H:8]2[OH:9])[CH:5]=[N:4][C:3]=1[C:16]([NH2:18])=[O:17].[N+](=[CH2:21])=[N-].O.O.[Sn](Cl)Cl. (5) Given the product [C:1]([O:5][C:6](=[O:24])[NH:7][C@H:8]([C:18]1[CH:23]=[CH:22][CH:21]=[CH:20][CH:19]=1)[CH2:9][NH:10][C:11]1[CH:16]=[C:15]([C:28]2[CH:29]=[CH:30][C:31]([C:32]([F:34])([F:35])[F:33])=[C:26]([F:25])[CH:27]=2)[N:14]=[CH:13][N:12]=1)([CH3:4])([CH3:3])[CH3:2], predict the reactants needed to synthesize it. The reactants are: [C:1]([O:5][C:6](=[O:24])[NH:7][CH:8]([C:18]1[CH:23]=[CH:22][CH:21]=[CH:20][CH:19]=1)[CH2:9][NH:10][C:11]1[CH:16]=[C:15](Cl)[N:14]=[CH:13][N:12]=1)([CH3:4])([CH3:3])[CH3:2].[F:25][C:26]1[CH:27]=[C:28](B(O)O)[CH:29]=[CH:30][C:31]=1[C:32]([F:35])([F:34])[F:33].[O-]P([O-])([O-])=O.[K+].[K+].[K+]. (6) Given the product [CH3:15][O:14][C:8]1[CH:7]=[C:6]2[C:11](=[CH:10][C:9]=1[O:12][CH3:13])[C:2]1=[CH:1][C:25]([C:26]([O:28][CH2:36][CH3:37])=[O:27])=[CH:24][N:3]1[CH2:4][CH2:5]2, predict the reactants needed to synthesize it. The reactants are: [CH3:1][C:2]1[C:11]2[C:6](=[CH:7][C:8]([O:14][CH3:15])=[C:9]([O:12][CH3:13])[CH:10]=2)[CH2:5][CH2:4][N:3]=1.C(=O)([O-])[O-].[K+].[K+].C([CH:24](Br)[C:25](=O)[C:26]([O-:28])=[O:27])C.C([O-])(O)=O.[Na+].[CH2:36](O)[CH3:37]. (7) Given the product [Br:10][C:7]1[CH:6]=[C:3]2[C:2](=[CH:9][CH:8]=1)[N:18]([C:19]1[CH:24]=[CH:23][CH:22]=[C:21]([O:14][CH3:11])[CH:20]=1)[N:28]=[CH:4]2, predict the reactants needed to synthesize it. The reactants are: Br[C:2]1[CH:9]=[CH:8][C:7]([Br:10])=[CH:6][C:3]=1[CH:4]=O.[C:11]([O-:14])([O-])=O.[K+].[K+].C[NH:18][C@@H:19]1[CH2:24][CH2:23][CH2:22][CH2:21][C@H:20]1NC.C[N:28]1CCCC1=O. (8) Given the product [NH:1]1[CH2:5][CH2:4][CH:3]([C:6]([O:8][C:9]([CH3:12])([CH3:11])[CH3:10])=[O:7])[NH:2]1, predict the reactants needed to synthesize it. The reactants are: [N:1]1(C(OCC2C=CC=CC=2)=O)[CH2:5][CH2:4][CH:3]([C:6]([O:8][C:9]([CH3:12])([CH3:11])[CH3:10])=[O:7])[N:2]1C(OCC1C=CC=CC=1)=O.N#N. (9) The reactants are: [CH:1]([N:4]1[CH2:9][C@@H:8]2[CH2:10][C@H:5]1[CH2:6][N:7]2[C:11]1[CH:16]=[CH:15][C:14]([NH2:17])=[CH:13]C=1)([CH3:3])[CH3:2].ClC1C=CC([N+]([O-])=O)=C[N:20]=1. Given the product [CH:1]([N:4]1[CH2:9][C@@H:8]2[CH2:10][C@H:5]1[CH2:6][N:7]2[C:11]1[N:20]=[CH:13][C:14]([NH2:17])=[CH:15][CH:16]=1)([CH3:2])[CH3:3], predict the reactants needed to synthesize it.